This data is from Forward reaction prediction with 1.9M reactions from USPTO patents (1976-2016). The task is: Predict the product of the given reaction. (1) Given the reactants [Cl:1][C:2]1[CH:3]=[C:4]([C:16]2[O:20][N:19]=[C:18]([C:21]3[S:25][C:24]([CH2:26]O)=[CH:23][C:22]=3[CH2:28][CH3:29])[N:17]=2)[CH:5]=[CH:6][C:7]=1[O:8][C:9]1[CH:14]=[CH:13][CH:12]=[C:11]([F:15])[CH:10]=1.C(Br)(Br)(Br)Br.C1(P(C2C=CC=CC=2)C2C=CC=CC=2)C=CC=CC=1.Cl.[NH:55]1[CH2:58][CH:57]([C:59]([O:61][CH3:62])=[O:60])[CH2:56]1.C(N(CC)C(C)C)(C)C, predict the reaction product. The product is: [Cl:1][C:2]1[CH:3]=[C:4]([C:16]2[O:20][N:19]=[C:18]([C:21]3[S:25][C:24]([CH2:26][N:55]4[CH2:58][CH:57]([C:59]([O:61][CH3:62])=[O:60])[CH2:56]4)=[CH:23][C:22]=3[CH2:28][CH3:29])[N:17]=2)[CH:5]=[CH:6][C:7]=1[O:8][C:9]1[CH:14]=[CH:13][CH:12]=[C:11]([F:15])[CH:10]=1. (2) Given the reactants [Br:1][C:2]1[CH:7]=[CH:6][C:5]([C:8](=[O:10])[CH3:9])=[C:4]([OH:11])[CH:3]=1.[C:12](=O)([O-])[O-].[K+].[K+].CI.O, predict the reaction product. The product is: [Br:1][C:2]1[CH:7]=[CH:6][C:5]([C:8](=[O:10])[CH3:9])=[C:4]([O:11][CH3:12])[CH:3]=1.